Binary Classification. Given a miRNA mature sequence and a target amino acid sequence, predict their likelihood of interaction. From a dataset of Experimentally validated miRNA-target interactions with 360,000+ pairs, plus equal number of negative samples. (1) The miRNA is hsa-miR-6887-5p with sequence UGGGGGGACAGAUGGAGAGGACA. The protein sequence of the target gene is MQAPHKEHLYKLLVIGDLGVGKTSIIKRYVHQNFSSHYRATIGVDFALKVLHWDPETVVRLQLWDIAGQERFGNMTRVYYREAMGAFIVFDVTRPATFEAVAKWKNDLDSKLSLPNGKPVSVVLLANKCDQGKDVLMNNGLKMDQFCKEHGFVGWFETSAKENINIDEASRCLVKHILANECDLMESIEPDVVKPHLTSTKVASCSGCAKS. Result: 0 (no interaction). (2) The miRNA is hsa-miR-3619-5p with sequence UCAGCAGGCAGGCUGGUGCAGC. The protein sequence of the target gene is MTSIIKLTTLSGVQEESALCYLLQVDEFRFLLDCGWDEHFSMDIIDSLRKHVHQIDAVLLSHPDPLHLGALPYAVGKLGLNCAIYATIPVYKMGQMFMYDLYQSRHNTEDFTLFTLDDVDAAFDKIQQLKFSQIVNLKGKGHGLSITPLPAGHMIGGTIWKIVKDGEEEIVYAVDFNHKREIHLNGCSLEMLSRPSLLITDSFNATYVQPRRKQRDEQLLTNVLETLRGDGNVLIAVDTAGRVLELAQLLDQIWRTKDAGLGVYSLALLNNVSYNVVEFSKSQVEWMSDKLMRCFEDKRN.... Result: 1 (interaction). (3) The miRNA is hsa-miR-378j with sequence ACUGGAUUUGGAGCCAGAA. The protein sequence of the target gene is MAAHEWDWFQREELIGQISDIRVQNLQVERENVQKRTFTRWINLHLEKCNPPLEVKDLFVDIQDGKILMALLEVLSGRNLLHEYKSSSHRIFRLNNIAKALKFLEDSNVKLVSIDAAEIADGNPSLVLGLIWNIILFFQIKELTGNLSRNSPSSSLSPGSGGTDSDSSFPPTPTAERSVAISVKDQRKAIKALLAWVQRKTRKYGVAVQDFAGSWRSGLAFLAVIKAIDPSLVDMKQALENSTRENLEKAFSIAQDALHIPRLLEPEDIMVDTPDEQSIMTYVAQFLERFPELEAEDIFD.... Result: 1 (interaction).